Dataset: Full USPTO retrosynthesis dataset with 1.9M reactions from patents (1976-2016). Task: Predict the reactants needed to synthesize the given product. (1) Given the product [CH3:2][O:3][C:4]1[CH:9]=[CH:8][CH:7]=[CH:6][C:5]=1[N:10]1[C:16]([CH3:17])=[CH:15][C:12]([CH3:13])=[N:11]1, predict the reactants needed to synthesize it. The reactants are: Cl.[CH3:2][O:3][C:4]1[CH:9]=[CH:8][CH:7]=[CH:6][C:5]=1[NH:10][NH2:11].[C:12]([CH2:15][C:16](=O)[CH3:17])(=O)[CH3:13].O.C(=O)([O-])[O-].[Na+].[Na+]. (2) Given the product [CH3:17][O:18][C:19]([C:21]1[CH:29]=[CH:28][C:24]2[N:25]([CH2:11][C:9]3[CH:10]=[C:2]([Cl:1])[CH:3]=[C:4]4[C:8]=3[N:7]([CH2:13][CH:14]([CH3:16])[CH3:15])[N:6]=[CH:5]4)[CH:26]=[N:27][C:23]=2[CH:22]=1)=[O:20], predict the reactants needed to synthesize it. The reactants are: [Cl:1][C:2]1[CH:3]=[C:4]2[C:8](=[C:9]([CH2:11]O)[CH:10]=1)[N:7]([CH2:13][CH:14]([CH3:16])[CH3:15])[N:6]=[CH:5]2.[CH3:17][O:18][C:19]([C:21]1[CH:29]=[CH:28][C:24]2[NH:25][CH:26]=[N:27][C:23]=2[CH:22]=1)=[O:20]. (3) Given the product [CH3:1][O:2][C:3](=[O:23])[CH2:4][C:5]1[CH:6]=[C:7]([C:11]2[C:16]([O:17][CH3:18])=[CH:15][CH:14]=[CH:13][C:12]=2[CH2:19][N:20]([C:25]([O:27][CH2:28][C:29]2[CH:30]=[C:31]([F:36])[CH:32]=[C:33]([F:35])[CH:34]=2)=[O:26])[CH2:21][CH3:22])[CH:8]=[CH:9][CH:10]=1, predict the reactants needed to synthesize it. The reactants are: [CH3:1][O:2][C:3](=[O:23])[CH2:4][C:5]1[CH:6]=[C:7]([C:11]2[C:16]([O:17][CH3:18])=[CH:15][CH:14]=[CH:13][C:12]=2[CH2:19][NH:20][CH2:21][CH3:22])[CH:8]=[CH:9][CH:10]=1.Cl[C:25]([O:27][CH2:28][C:29]1[CH:34]=[C:33]([F:35])[CH:32]=[C:31]([F:36])[CH:30]=1)=[O:26]. (4) Given the product [CH3:1][O:2][C:3]1[CH:8]=[C:7]([N+:9]([O-:11])=[O:10])[CH:6]=[CH:5][C:4]=1[O:12][C@@H:28]1[CH2:24][CH2:25][N:26]([C:29]([O:31][C:32]([CH3:35])([CH3:34])[CH3:33])=[O:30])[CH2:27]1, predict the reactants needed to synthesize it. The reactants are: [CH3:1][O:2][C:3]1[CH:8]=[C:7]([N+:9]([O-:11])=[O:10])[CH:6]=[CH:5][C:4]=1[OH:12].C(=O)([O-])[O-].[K+].[K+].CS(O[C@H:24]1[CH2:28][CH2:27][N:26]([C:29]([O:31][C:32]([CH3:35])([CH3:34])[CH3:33])=[O:30])[CH2:25]1)(=O)=O. (5) Given the product [Cl:12][C:11]1[CH:10]=[CH:9][C:4]([C:5]([O:7][CH3:8])=[O:6])=[C:3]([NH:13][CH2:14][CH2:15][CH2:16][OH:17])[C:2]=1[NH:1][C:19](=[S:20])[NH:18][C:21]1[C:26]([CH3:27])=[N:25][C:24]([N:28]([CH3:29])[CH3:30])=[CH:23][CH:22]=1, predict the reactants needed to synthesize it. The reactants are: [NH2:1][C:2]1[C:3]([NH:13][CH2:14][CH2:15][CH2:16][OH:17])=[C:4]([CH:9]=[CH:10][C:11]=1[Cl:12])[C:5]([O:7][CH3:8])=[O:6].[N:18]([C:21]1[CH:22]=[CH:23][C:24]([N:28]([CH3:30])[CH3:29])=[N:25][C:26]=1[CH3:27])=[C:19]=[S:20]. (6) Given the product [Cl:16][CH2:17][C:18](=[CH2:19])[CH2:20][O:8][CH2:1][C:2]1[CH:7]=[CH:6][CH:5]=[CH:4][CH:3]=1, predict the reactants needed to synthesize it. The reactants are: [CH2:1]([OH:8])[C:2]1[CH:7]=[CH:6][CH:5]=[CH:4][CH:3]=1.CN(C=O)C.[H-].[Na+].[Cl:16][CH2:17][C:18]([CH2:20]Cl)=[CH2:19]. (7) Given the product [C:38]([O:37][C:36](=[O:42])[NH:35][CH2:34][CH2:33][SH:32]([S:3](=[O:5])(=[O:4])[NH:6][CH2:7][C:8]1([C:26]2[CH:27]=[CH:28][CH:29]=[CH:30][CH:31]=2)[N:9]([C:20](=[O:25])[C:21]([CH3:23])([CH3:22])[CH3:24])[N:10]=[C:11]([NH:13][C:14](=[O:19])[C:15]([CH3:18])([CH3:16])[CH3:17])[S:12]1)[CH3:43])([CH3:39])([CH3:41])[CH3:40], predict the reactants needed to synthesize it. The reactants are: ClC[S:3]([NH:6][CH2:7][C:8]1([C:26]2[CH:31]=[CH:30][CH:29]=[CH:28][CH:27]=2)[S:12][C:11]([NH:13][C:14](=[O:19])[C:15]([CH3:18])([CH3:17])[CH3:16])=[N:10][N:9]1[C:20](=[O:25])[C:21]([CH3:24])([CH3:23])[CH3:22])(=[O:5])=[O:4].[SH:32][CH2:33][CH2:34][NH:35][C:36](=[O:42])[O:37][C:38]([CH3:41])([CH3:40])[CH3:39].[C:43](=O)([O-])O.[Na+].O.